Dataset: Full USPTO retrosynthesis dataset with 1.9M reactions from patents (1976-2016). Task: Predict the reactants needed to synthesize the given product. (1) Given the product [CH3:8][C:9]1[CH:10]=[C:11]([NH:16][C:17]([C:19]2[C:20]([S:25][CH2:26][C:27]3[CH:32]=[CH:31][N:30]=[C:29]([N:5]4[CH2:6][CH2:7][N:2]([CH3:1])[CH2:3][CH2:4]4)[CH:28]=3)=[N:21][CH:22]=[CH:23][CH:24]=2)=[O:18])[CH:12]=[C:13]([CH3:15])[CH:14]=1, predict the reactants needed to synthesize it. The reactants are: [CH3:1][N:2]1[CH2:7][CH2:6][NH:5][CH2:4][CH2:3]1.[CH3:8][C:9]1[CH:10]=[C:11]([NH:16][C:17]([C:19]2[C:20]([S:25][CH2:26][C:27]3[CH:32]=[CH:31][N:30]=[C:29](F)[CH:28]=3)=[N:21][CH:22]=[CH:23][CH:24]=2)=[O:18])[CH:12]=[C:13]([CH3:15])[CH:14]=1. (2) Given the product [NH2:15][C:12]1[CH:11]=[CH:10][C:9]([NH:8][C:5]2[N:4]=[C:3]([NH:22][CH2:23][CH2:24][C:25]3[NH:26][CH:27]=[N:28][CH:29]=3)[C:2]([Br:1])=[CH:7][N:6]=2)=[CH:14][CH:13]=1, predict the reactants needed to synthesize it. The reactants are: [Br:1][C:2]1[C:3]([NH:22][CH2:23][CH2:24][C:25]2[NH:26][CH:27]=[N:28][CH:29]=2)=[N:4][C:5]([NH:8][C:9]2[CH:14]=[CH:13][C:12]([NH:15]C(=O)C(F)(F)F)=[CH:11][CH:10]=2)=[N:6][CH:7]=1.CO.O.[Li+].[OH-]. (3) Given the product [CH:21]12[CH2:30][CH:25]3[CH2:26][CH:27]([CH2:29][CH:23]([CH2:24]3)[CH:22]1[NH:31][C:17](=[O:19])[CH2:16][N:12]1[S:13](=[O:14])(=[O:15])[N:8]([C:6]([O:5][C:1]([CH3:2])([CH3:3])[CH3:4])=[O:7])[CH2:9][CH2:10][CH2:11]1)[CH2:28]2, predict the reactants needed to synthesize it. The reactants are: [C:1]([O:5][C:6]([N:8]1[S:13](=[O:15])(=[O:14])[N:12]([CH2:16][C:17]([OH:19])=O)[CH2:11][CH2:10][CH2:9]1)=[O:7])([CH3:4])([CH3:3])[CH3:2].Cl.[CH:21]12[CH2:30][CH:25]3[CH2:26][CH:27]([CH2:29][CH:23]([CH2:24]3)[CH:22]1[NH2:31])[CH2:28]2.CCN=C=NCCCN(C)C. (4) Given the product [ClH:28].[ClH:34].[ClH:28].[Cl:28][C:27]1[C:22]([N:19]2[CH2:20][CH2:21][N:16]([CH2:15][CH2:14][C@H:11]3[CH2:12][CH2:13][C@H:8]([NH2:7])[CH2:9][CH2:10]3)[CH2:17][CH2:18]2)=[N:23][CH:24]=[C:25]([C:29]([F:31])([F:32])[F:30])[CH:26]=1, predict the reactants needed to synthesize it. The reactants are: C(OC(=O)[NH:7][C@H:8]1[CH2:13][CH2:12][C@H:11]([CH2:14][CH2:15][N:16]2[CH2:21][CH2:20][N:19]([C:22]3[C:27]([Cl:28])=[CH:26][C:25]([C:29]([F:32])([F:31])[F:30])=[CH:24][N:23]=3)[CH2:18][CH2:17]2)[CH2:10][CH2:9]1)(C)(C)C.[ClH:34].O1CCOCC1.O(C(C)C)C(C)C. (5) Given the product [CH:31]1([C:2]2[C:7]([CH2:8][N:9]3[N:18]=[CH:17][C:16]4[C:11](=[CH:12][C:13]([C:19]5[CH:24]=[CH:23][C:22]([O:25][C:26]([F:29])([F:28])[F:27])=[CH:21][CH:20]=5)=[CH:14][CH:15]=4)[C:10]3=[O:30])=[CH:6][CH:5]=[CH:4][N:3]=2)[CH2:33][CH2:32]1, predict the reactants needed to synthesize it. The reactants are: Br[C:2]1[C:7]([CH2:8][N:9]2[N:18]=[CH:17][C:16]3[C:11](=[CH:12][C:13]([C:19]4[CH:24]=[CH:23][C:22]([O:25][C:26]([F:29])([F:28])[F:27])=[CH:21][CH:20]=4)=[CH:14][CH:15]=3)[C:10]2=[O:30])=[CH:6][CH:5]=[CH:4][N:3]=1.[CH:31]1(B(O)O)[CH2:33][CH2:32]1.C(=O)([O-])[O-].[K+].[K+]. (6) Given the product [CH3:16][C:15]1[C:6]([O:5][CH2:4][C:3]([OH:35])=[O:2])=[C:7]2[C:12](=[C:13]([S:17][CH2:18][C:19]3[CH:20]=[CH:21][C:22]([C:25]4[CH:30]=[CH:29][C:28]([C:31]([F:34])([F:32])[F:33])=[CH:27][N:26]=4)=[CH:23][CH:24]=3)[CH:14]=1)[O:11][CH2:10][CH2:9][CH2:8]2, predict the reactants needed to synthesize it. The reactants are: C[O:2][C:3](=[O:35])[CH2:4][O:5][C:6]1[C:15]([CH3:16])=[CH:14][C:13]([S:17][CH2:18][C:19]2[CH:24]=[CH:23][C:22]([C:25]3[CH:30]=[CH:29][C:28]([C:31]([F:34])([F:33])[F:32])=[CH:27][N:26]=3)=[CH:21][CH:20]=2)=[C:12]2[C:7]=1[CH2:8][CH2:9][CH2:10][O:11]2.[K+].[Br-]. (7) The reactants are: [C:1]([Si:5]([CH3:34])([CH3:33])[O:6][C:7]1[CH:8]=[C:9]([CH:31]=[CH2:32])[C:10]2[O:14][C:13]([C:15]3[CH:20]=[CH:19][C:18]([O:21][Si](C(C)(C)C)(C)C)=[C:17]([F:29])[CH:16]=3)=[N:12][C:11]=2[CH:30]=1)([CH3:4])([CH3:3])[CH3:2].C(OCC)(=O)C.C([O-])(O)=O.[Na+].O. Given the product [C:1]([Si:5]([CH3:34])([CH3:33])[O:6][C:7]1[CH:8]=[C:9]([CH:31]=[CH2:32])[C:10]2[O:14][C:13]([C:15]3[CH:20]=[CH:19][C:18]([OH:21])=[C:17]([F:29])[CH:16]=3)=[N:12][C:11]=2[CH:30]=1)([CH3:4])([CH3:3])[CH3:2], predict the reactants needed to synthesize it. (8) Given the product [OH:2][C:1]1[CH:3]=[C:4]2[C:6]([CH2:25][CH2:24][CH:23]([O:22][CH3:21])[O:5]2)=[CH:7][CH:8]=1, predict the reactants needed to synthesize it. The reactants are: [C:1]1([CH:8]=[CH:7][CH:6]=[C:4]([OH:5])[CH:3]=1)[OH:2].O.C1(C)C=CC(S(O)(=O)=O)=CC=1.[CH3:21][O:22][CH:23](OC)[CH:24]=[CH2:25].[OH-].[Na+].